From a dataset of Catalyst prediction with 721,799 reactions and 888 catalyst types from USPTO. Predict which catalyst facilitates the given reaction. Reactant: [CH:1]([C:4]1[CH:9]=[CH:8][C:7]([CH:10]2[C:14]3[C:15]([CH3:22])=[C:16]([NH2:21])[C:17]([CH3:20])=[C:18]([CH3:19])[C:13]=3[O:12][C:11]2([CH3:24])[CH3:23])=[CH:6][CH:5]=1)([CH3:3])[CH3:2].[S:25]1[CH:29]=[CH:28][CH:27]=[C:26]1[C:30](Cl)=[O:31]. Product: [CH:1]([C:4]1[CH:9]=[CH:8][C:7]([CH:10]2[C:14]3[C:15]([CH3:22])=[C:16]([NH:21][C:30]([C:26]4[S:25][CH:29]=[CH:28][CH:27]=4)=[O:31])[C:17]([CH3:20])=[C:18]([CH3:19])[C:13]=3[O:12][C:11]2([CH3:24])[CH3:23])=[CH:6][CH:5]=1)([CH3:3])[CH3:2]. The catalyst class is: 175.